Dataset: Forward reaction prediction with 1.9M reactions from USPTO patents (1976-2016). Task: Predict the product of the given reaction. (1) Given the reactants CN(C)[CH:3]=[CH:4][C:5]([C:7]1[C:8]([Cl:13])=[N:9][CH:10]=[CH:11][CH:12]=1)=O.N(O)=O.[CH3:18][O:19][C:20]1[CH:21]=[C:22]([NH:26][C:27]([NH2:29])=[NH:28])[CH:23]=[CH:24][CH:25]=1.[OH-].[Li+], predict the reaction product. The product is: [CH3:18][O:19][C:20]1[CH:21]=[C:22]([NH:26][C:27]2[N:29]=[C:5]([C:7]3[C:8]([Cl:13])=[N:9][CH:10]=[CH:11][CH:12]=3)[CH:4]=[CH:3][N:28]=2)[CH:23]=[CH:24][CH:25]=1. (2) The product is: [CH3:1][C:2]1[CH:7]=[CH:6][C:5]([O:8][C:9]2[N:10]=[CH:11][C:12]([NH2:15])=[CH:13][CH:14]=2)=[CH:4][C:3]=1[O:18][CH3:19]. Given the reactants [CH3:1][C:2]1[CH:7]=[CH:6][C:5]([O:8][C:9]2[CH:14]=[CH:13][C:12]([N+:15]([O-])=O)=[CH:11][N:10]=2)=[CH:4][C:3]=1[O:18][CH3:19].O.[Cl-].[NH4+], predict the reaction product. (3) Given the reactants [Br:1][C:2]1[CH:7]=[C:6]([O:8][CH2:9][CH3:10])[C:5]([O:11]CC)=[C:4]([F:14])[C:3]=1[Br:15].[Cl-].[Al+3].[Cl-].[Cl-].Cl, predict the reaction product. The product is: [Br:15][C:3]1[C:4]([F:14])=[C:5]([OH:11])[C:6]([O:8][CH2:9][CH3:10])=[CH:7][C:2]=1[Br:1]. (4) Given the reactants [CH2:1]([NH:4][C:5](=[O:11])[O:6][C:7]([CH3:10])([CH3:9])[CH3:8])[C:2]#[CH:3].[H-].[Na+].[H][H].Br[CH2:17][CH2:18][CH2:19][O:20][CH:21]1[CH2:26][CH2:25][CH2:24][CH2:23][O:22]1, predict the reaction product. The product is: [CH2:1]([N:4]([CH2:17][CH2:18][CH2:19][O:20][CH:21]1[CH2:26][CH2:25][CH2:24][CH2:23][O:22]1)[C:5](=[O:11])[O:6][C:7]([CH3:8])([CH3:10])[CH3:9])[C:2]#[CH:3]. (5) Given the reactants Cl[C:2]1[N:3]=[C:4]([N:24]2[CH2:29][CH2:28][O:27][CH2:26][CH2:25]2)[C:5]2[S:10][C:9]([C:11]3[CH:12]=[C:13]([NH:17][CH2:18][CH2:19][O:20][CH2:21][CH2:22][OH:23])[CH:14]=[CH:15][CH:16]=3)=[CH:8][C:6]=2[N:7]=1.CC1(C)C(C)(C)OB([C:38]2[CH:39]=[N:40][C:41]([NH2:44])=[N:42][CH:43]=2)O1.CC([O-])=O.[K+], predict the reaction product. The product is: [NH2:44][C:41]1[N:42]=[CH:43][C:38]([C:2]2[N:3]=[C:4]([N:24]3[CH2:29][CH2:28][O:27][CH2:26][CH2:25]3)[C:5]3[S:10][C:9]([C:11]4[CH:12]=[C:13]([NH:17][CH2:18][CH2:19][O:20][CH2:21][CH2:22][OH:23])[CH:14]=[CH:15][CH:16]=4)=[CH:8][C:6]=3[N:7]=2)=[CH:39][N:40]=1. (6) Given the reactants Cl[C:2]1[C:7]([CH2:8][N:9]([CH2:15][CH3:16])[C:10]([CH:12]2[CH2:14][CH2:13]2)=[O:11])=[CH:6][C:5]([CH3:17])=[CH:4][N:3]=1.[CH2:18]([O:20][C:21](=[O:40])[CH2:22][C:23]1[CH:28]=[CH:27][C:26]([O:29][CH3:30])=[C:25](B2OC(C)(C)C(C)(C)O2)[CH:24]=1)[CH3:19].C(=O)([O-])[O-].[K+].[K+], predict the reaction product. The product is: [CH2:18]([O:20][C:21](=[O:40])[CH2:22][C:23]1[CH:28]=[CH:27][C:26]([O:29][CH3:30])=[C:25]([C:2]2[C:7]([CH2:8][N:9]([C:10]([CH:12]3[CH2:14][CH2:13]3)=[O:11])[CH2:15][CH3:16])=[CH:6][C:5]([CH3:17])=[CH:4][N:3]=2)[CH:24]=1)[CH3:19]. (7) Given the reactants [NH2:1][C:2]1[CH:3]=[C:4]([SH:8])[CH:5]=[CH:6][CH:7]=1.[C:9](O[C:9]([O:11][C:12]([CH3:15])([CH3:14])[CH3:13])=[O:10])([O:11][C:12]([CH3:15])([CH3:14])[CH3:13])=[O:10].C(=O)(O)[O-].[Na+], predict the reaction product. The product is: [C:12]([O:11][C:9](=[O:10])[NH:1][C:2]1[CH:7]=[CH:6][CH:5]=[C:4]([SH:8])[CH:3]=1)([CH3:15])([CH3:14])[CH3:13]. (8) The product is: [C:2]([C:4]1[CH:5]=[C:6]([C:15]2[N:54]([C:50]3[CH:49]=[N:48][CH:53]=[CH:52][CH:51]=3)[N:55]=[C:17]([C:18]([OH:20])=[O:19])[CH:16]=2)[CH:7]=[C:8]([O:10][C:11]([F:12])([F:13])[F:14])[CH:9]=1)#[N:3]. Given the reactants [Li].[C:2]([C:4]1[CH:5]=[C:6]([C:15]([O-])=[CH:16][C:17](=O)[C:18]([O:20]CC)=[O:19])[CH:7]=[C:8]([O:10][C:11]([F:14])([F:13])[F:12])[CH:9]=1)#[N:3].ClC1C=C(C2N(C3C=CC=CN=3)N=C(C(O)=O)C=2)C=C(F)C=1.Cl.[N:48]1[CH:53]=[CH:52][CH:51]=[C:50]([NH:54][NH2:55])[CH:49]=1, predict the reaction product.